The task is: Predict the reaction yield, written as a fraction of the theoretical maximum amount of product (1.0 means a 100% yield; for example, 0.34 means a 34% yield).. This data is from Reaction yield outcomes from USPTO patents with 853,638 reactions. (1) The reactants are [C:1]([O:5][C:6](=[O:19])[NH:7][CH2:8][CH2:9][CH2:10][CH2:11][C:12]1[CH:17]=[CH:16][C:15]([NH2:18])=[CH:14][CH:13]=1)([CH3:4])([CH3:3])[CH3:2].[CH2:20]([O:22][C:23](=[O:28])[CH2:24][CH2:25][CH2:26]Br)[CH3:21].CN1CCOCC1. The catalyst is CN(C=O)C. The product is [CH2:20]([O:22][C:23](=[O:28])[CH2:24][CH2:25][CH2:26][NH:18][C:15]1[CH:14]=[CH:13][C:12]([CH2:11][CH2:10][CH2:9][CH2:8][NH:7][C:6]([O:5][C:1]([CH3:4])([CH3:2])[CH3:3])=[O:19])=[CH:17][CH:16]=1)[CH3:21]. The yield is 0.180. (2) The reactants are [F:1][C:2]1([F:8])[CH2:7][C:4]2([O:6][CH2:5]2)[CH2:3]1.C(Cl)Cl.[CH3:12][O:13][C:14]1[CH:19]=[C:18]([N+:20]([O-:22])=[O:21])[CH:17]=[CH:16][C:15]=1[O-:23].[K+]. The catalyst is CC#N.O.CCOC(C)=O. The product is [F:1][C:2]1([F:8])[CH2:7][C:4]([CH2:5][O:23][C:15]2[CH:16]=[CH:17][C:18]([N+:20]([O-:22])=[O:21])=[CH:19][C:14]=2[O:13][CH3:12])([OH:6])[CH2:3]1. The yield is 0.645. (3) The reactants are [N+:1]([C:4]1[CH:9]=[CH:8][C:7]([C@@H:10]([CH3:19])[CH2:11][NH:12][S:13]([CH:16]([CH3:18])[CH3:17])(=[O:15])=[O:14])=[CH:6][CH:5]=1)([O-])=O.C(N(CC)CC)C.[F:27][C:28]1[CH:29]=[C:30]([CH:34]=[C:35]([F:37])[CH:36]=1)[C:31](Cl)=[O:32]. The catalyst is C(Cl)Cl. The product is [CH3:19][C@H:10]([C:7]1[CH:8]=[CH:9][C:4]([NH:1][C:31]([C:30]2[CH:29]=[C:28]([F:27])[CH:36]=[C:35]([F:37])[CH:34]=2)=[O:32])=[CH:5][CH:6]=1)[CH2:11][NH:12][S:13]([CH:16]([CH3:18])[CH3:17])(=[O:15])=[O:14]. The yield is 0.809. (4) The catalyst is O1CCCC1. The product is [CH2:1]([O:3][CH:4]([O:6][CH2:7][CH2:8][C:9]#[C:10][C:17]([O:19][CH2:20][C:21]1[CH:26]=[CH:25][CH:24]=[CH:23][CH:22]=1)=[O:18])[CH3:5])[CH3:2]. The yield is 0.780. The reactants are [CH2:1]([O:3][CH:4]([O:6][CH2:7][CH2:8][C:9]#[CH:10])[CH3:5])[CH3:2].C([Li])CCC.Cl[C:17]([O:19][CH2:20][C:21]1[CH:26]=[CH:25][CH:24]=[CH:23][CH:22]=1)=[O:18]. (5) The reactants are [NH2:1][CH:2]1[CH2:7][CH2:6][N:5]([CH2:8][CH2:9][N:10]2[C:19]3[C:14](=[CH:15][CH:16]=[C:17]([C:20]#[N:21])[CH:18]=3)[CH:13]=[CH:12][C:11]2=[O:22])[CH2:4][CH2:3]1.[O:23]1[C:32]2[CH:31]=[C:30]([CH:33]=O)[N:29]=[CH:28][C:27]=2[O:26][CH2:25][CH2:24]1.CO.[BH-](OC(C)=O)(OC(C)=O)OC(C)=O.[Na+].C(Cl)(Cl)[Cl:52]. The catalyst is CN(C=O)C. The product is [ClH:52].[O:23]1[C:32]2[CH:31]=[C:30]([CH2:33][NH:1][CH:2]3[CH2:7][CH2:6][N:5]([CH2:8][CH2:9][N:10]4[C:19]5[C:14](=[CH:15][CH:16]=[C:17]([C:20]#[N:21])[CH:18]=5)[CH:13]=[CH:12][C:11]4=[O:22])[CH2:4][CH2:3]3)[N:29]=[CH:28][C:27]=2[O:26][CH2:25][CH2:24]1. The yield is 0.550. (6) The reactants are [NH2:1][C:2]1[CH:19]=[CH:18][C:5]([O:6][CH:7]2[CH2:10][N:9](C(OC(C)(C)C)=O)[CH2:8]2)=[CH:4][C:3]=1[O:20][CH3:21].Cl[C:23]1[N:28]=[C:27]([C:29]2[N:33]3[CH:34]=[CH:35][CH:36]=[CH:37][C:32]3=[N:31][CH:30]=2)[C:26]([Cl:38])=[CH:25][N:24]=1.CC1(C)C2C=CC=C(P(C3C=CC=CC=3)C3C=CC=CC=3)C=2OC2C1=CC=CC=2P(C1C=CC=CC=1)C1C=CC=CC=1.N12CCCN=C1CCCCC2. The catalyst is O1CCOCC1.C1C=CC(/C=C/C(/C=C/C2C=CC=CC=2)=O)=CC=1.C1C=CC(/C=C/C(/C=C/C2C=CC=CC=2)=O)=CC=1.C1C=CC(/C=C/C(/C=C/C2C=CC=CC=2)=O)=CC=1.[Pd].[Pd]. The product is [NH:9]1[CH2:8][CH:7]([O:6][C:5]2[CH:18]=[CH:19][C:2]([NH:1][C:23]3[N:28]=[C:27]([C:29]4[N:33]5[CH:34]=[CH:35][CH:36]=[CH:37][C:32]5=[N:31][CH:30]=4)[C:26]([Cl:38])=[CH:25][N:24]=3)=[C:3]([O:20][CH3:21])[CH:4]=2)[CH2:10]1. The yield is 0.150. (7) The reactants are [F:1][C:2]1[C:18]([C:19]([F:22])([F:21])[F:20])=[CH:17][CH:16]=[CH:15][C:3]=1[CH2:4][C:5]1[O:9][N:8]=[C:7]([C:10]([O:12]CC)=O)[N:6]=1.Cl.[Cl:24][C:25]1[CH:26]=[C:27]2[C:31](=[CH:32][CH:33]=1)[NH:30][CH:29]=[C:28]2[CH2:34][CH2:35][NH2:36].CN(C(ON1N=NC2C=CC=NC1=2)=[N+](C)C)C.F[P-](F)(F)(F)(F)F.C(N(CC)C(C)C)(C)C. The catalyst is C1COCC1.[OH-].[Na+].O.CN(C=O)C. The product is [Cl:24][C:25]1[CH:26]=[C:27]2[C:31](=[CH:32][CH:33]=1)[NH:30][CH:29]=[C:28]2[CH2:34][CH2:35][NH:36][C:10]([C:7]1[N:6]=[C:5]([CH2:4][C:3]2[CH:15]=[CH:16][CH:17]=[C:18]([C:19]([F:20])([F:21])[F:22])[C:2]=2[F:1])[O:9][N:8]=1)=[O:12]. The yield is 0.260.